This data is from Full USPTO retrosynthesis dataset with 1.9M reactions from patents (1976-2016). The task is: Predict the reactants needed to synthesize the given product. Given the product [Si:43]([O:37][C@H:8]([C:4]1[CH:5]=[CH:6][CH:7]=[C:2]([Cl:1])[CH:3]=1)[CH2:9][N:10]([C@H:18]([CH3:36])[CH2:19][C:20]1[CH:25]=[CH:24][C:23]([S:26][C:27]2[CH:32]=[CH:31][C:30]([F:33])=[CH:29][C:28]=2[CH:34]=[O:35])=[CH:22][CH:21]=1)[C:11](=[O:17])[O:12][C:13]([CH3:14])([CH3:16])[CH3:15])([C:46]([CH3:49])([CH3:48])[CH3:47])([CH3:45])[CH3:44], predict the reactants needed to synthesize it. The reactants are: [Cl:1][C:2]1[CH:3]=[C:4]([C@@H:8]([OH:37])[CH2:9][N:10]([C@H:18]([CH3:36])[CH2:19][C:20]2[CH:25]=[CH:24][C:23]([S:26][C:27]3[CH:32]=[CH:31][C:30]([F:33])=[CH:29][C:28]=3[CH:34]=[O:35])=[CH:22][CH:21]=2)[C:11](=[O:17])[O:12][C:13]([CH3:16])([CH3:15])[CH3:14])[CH:5]=[CH:6][CH:7]=1.N1C=CN=C1.[Si:43](Cl)([C:46]([CH3:49])([CH3:48])[CH3:47])([CH3:45])[CH3:44].Cl.